This data is from Retrosynthesis with 50K atom-mapped reactions and 10 reaction types from USPTO. The task is: Predict the reactants needed to synthesize the given product. (1) Given the product O=C(O)C(F)(F)F, predict the reactants needed to synthesize it. The reactants are: O=C(CC1CNC1)Nc1ccc2cc1CCc1cncc(c1)Nc1ncc(Cl)c(n1)N2.O=C(O)c1cn[nH]c1. (2) Given the product CN(CCN1CCOCC1)C(=O)c1cccc(C(=O)Nc2ccc(N3CCCCC3)cc2C(=O)Nc2cnc(-c3ccccc3)nc2)c1, predict the reactants needed to synthesize it. The reactants are: CN(CCN1CCOCC1)C(=O)c1cccc(C(=O)O)c1.Nc1ccc(N2CCCCC2)cc1C(=O)Nc1cnc(-c2ccccc2)nc1. (3) Given the product CCOP(=O)(OCC)c1ccsc1-c1cccs1, predict the reactants needed to synthesize it. The reactants are: CCCC[Sn](CCCC)(CCCC)c1cccs1.CCOP(=O)(OCC)c1ccsc1I. (4) Given the product CC(C)c1ccc2c(Nc3cccc(C(=O)Nc4ccc(Sc5ccc(NC(=O)OC(C)(C)C)cc5)c(Nc5ncnc6nc(C(C)C)ccc56)c4)c3)ncnc2n1, predict the reactants needed to synthesize it. The reactants are: CC(C)c1ccc2c(Nc3cc(N)ccc3Sc3ccc(NC(=O)OC(C)(C)C)cc3)ncnc2n1.CC(C)c1ccc2c(Nc3cccc(C(=O)O)c3)ncnc2n1. (5) Given the product Fc1ccc(-c2c[nH]c(C3Cc4c([nH]c5ccc(-n6cccn6)cc45)C(C4CCOCC4)N3)n2)cc1, predict the reactants needed to synthesize it. The reactants are: CC(C)(C)OC(=O)N1C(c2nc(-c3ccc(F)cc3)c[nH]2)Cc2c([nH]c3ccc(-n4cccn4)cc23)C1C1CCOCC1. (6) Given the product COc1ccc2c(c1)C(=O)C(=Cc1ccncc1)CO2, predict the reactants needed to synthesize it. The reactants are: COc1ccc2c(c1)C(=O)CCO2.O=Cc1ccncc1. (7) Given the product COC(=O)c1ccc2c(=O)n(-c3ccccc3)c(NCc3ccc(Cl)cc3)nc2c1, predict the reactants needed to synthesize it. The reactants are: COC(=O)c1ccc2c(=O)n(-c3ccccc3)c(Cl)nc2c1.NCc1ccc(Cl)cc1.